Dataset: NCI-60 drug combinations with 297,098 pairs across 59 cell lines. Task: Regression. Given two drug SMILES strings and cell line genomic features, predict the synergy score measuring deviation from expected non-interaction effect. (1) Drug 1: C1CC(=O)NC(=O)C1N2CC3=C(C2=O)C=CC=C3N. Drug 2: C1CC(=O)NC(=O)C1N2C(=O)C3=CC=CC=C3C2=O. Cell line: BT-549. Synergy scores: CSS=6.69, Synergy_ZIP=2.52, Synergy_Bliss=3.51, Synergy_Loewe=3.68, Synergy_HSA=3.99. (2) Drug 1: CS(=O)(=O)C1=CC(=C(C=C1)C(=O)NC2=CC(=C(C=C2)Cl)C3=CC=CC=N3)Cl. Drug 2: CC12CCC3C(C1CCC2=O)CC(=C)C4=CC(=O)C=CC34C. Cell line: ACHN. Synergy scores: CSS=18.6, Synergy_ZIP=-0.703, Synergy_Bliss=-2.91, Synergy_Loewe=-27.7, Synergy_HSA=-4.26. (3) Drug 1: COC1=NC(=NC2=C1N=CN2C3C(C(C(O3)CO)O)O)N. Drug 2: CCC1(C2=C(COC1=O)C(=O)N3CC4=CC5=C(C=CC(=C5CN(C)C)O)N=C4C3=C2)O.Cl. Cell line: COLO 205. Synergy scores: CSS=43.3, Synergy_ZIP=0.0630, Synergy_Bliss=-2.86, Synergy_Loewe=-0.775, Synergy_HSA=1.28. (4) Drug 1: C1=NC2=C(N1)C(=S)N=C(N2)N. Drug 2: C1C(C(OC1N2C=NC3=C(N=C(N=C32)Cl)N)CO)O. Cell line: RXF 393. Synergy scores: CSS=6.97, Synergy_ZIP=-6.11, Synergy_Bliss=-3.31, Synergy_Loewe=-3.77, Synergy_HSA=-2.83. (5) Drug 1: CCCS(=O)(=O)NC1=C(C(=C(C=C1)F)C(=O)C2=CNC3=C2C=C(C=N3)C4=CC=C(C=C4)Cl)F. Drug 2: C1=CC(=CC=C1CCC2=CNC3=C2C(=O)NC(=N3)N)C(=O)NC(CCC(=O)O)C(=O)O. Cell line: HOP-92. Synergy scores: CSS=13.0, Synergy_ZIP=-2.92, Synergy_Bliss=1.19, Synergy_Loewe=-10.1, Synergy_HSA=0.150. (6) Drug 1: C1=CN(C(=O)N=C1N)C2C(C(C(O2)CO)O)O.Cl. Drug 2: C(CC(=O)O)C(=O)CN.Cl. Cell line: DU-145. Synergy scores: CSS=47.8, Synergy_ZIP=-4.49, Synergy_Bliss=-3.49, Synergy_Loewe=-0.469, Synergy_HSA=0.448.